This data is from Full USPTO retrosynthesis dataset with 1.9M reactions from patents (1976-2016). The task is: Predict the reactants needed to synthesize the given product. (1) Given the product [N+:18]([C:15]1[CH:16]=[CH:17][C:12]([C:11]2[NH:10][C:8]3[C:7]([N:22]=2)=[N:6][CH:5]=[C:4]([C:3]([OH:2])=[O:23])[CH:9]=3)=[CH:13][CH:14]=1)([O-:20])=[O:19], predict the reactants needed to synthesize it. The reactants are: C[O:2][C:3](=[O:23])[C:4]1[CH:9]=[C:8]([NH:10][C:11](=O)[C:12]2[CH:17]=[CH:16][C:15]([N+:18]([O-:20])=[O:19])=[CH:14][CH:13]=2)[C:7]([NH2:22])=[N:6][CH:5]=1.O. (2) The reactants are: Cl[C:2]1[CH:11]=[CH:10][C:9]2[C:4](=[CH:5][CH:6]=[C:7](Cl)[CH:8]=2)[N:3]=1.[O:13]([CH2:20][CH2:21][NH2:22])[C:14]1[CH:19]=[CH:18][CH:17]=[CH:16][CH:15]=1.[CH3:23][NH:24][CH2:25][C:26]1[CH:27]=[N:28][CH:29]=[CH:30][CH:31]=1. Given the product [CH3:23][N:24]([CH2:25][C:26]1[CH:27]=[N:28][CH:29]=[CH:30][CH:31]=1)[C:7]1[CH:8]=[C:9]2[C:4](=[CH:5][CH:6]=1)[N:3]=[C:2]([NH:22][CH2:21][CH2:20][O:13][C:14]1[CH:19]=[CH:18][CH:17]=[CH:16][CH:15]=1)[CH:11]=[CH:10]2, predict the reactants needed to synthesize it. (3) Given the product [F:1][C:2]([F:32])([F:31])[C:3]1[CH:4]=[C:5]([CH:13]2[O:17][C:16](=[O:18])[N:15]([CH2:19][C:20]3[CH:25]=[C:24]([C:26]([F:29])([F:28])[F:27])[CH:23]=[CH:22][C:21]=3[C:37]3[CH:38]=[C:39]([CH:40]([CH3:42])[CH3:41])[C:34]([F:33])=[CH:35][C:36]=3[O:46][CH3:47])[CH2:14]2)[CH:6]=[C:7]([C:9]([F:12])([F:11])[F:10])[CH:8]=1, predict the reactants needed to synthesize it. The reactants are: [F:1][C:2]([F:32])([F:31])[C:3]1[CH:4]=[C:5]([CH:13]2[O:17][C:16](=[O:18])[N:15]([CH2:19][C:20]3[CH:25]=[C:24]([C:26]([F:29])([F:28])[F:27])[CH:23]=[CH:22][C:21]=3I)[CH2:14]2)[CH:6]=[C:7]([C:9]([F:12])([F:11])[F:10])[CH:8]=1.[F:33][C:34]1[C:39]([CH:40]([CH3:42])[CH3:41])=[CH:38][C:37](B(O)O)=[C:36]([O:46][CH3:47])[CH:35]=1.C(=O)([O-])[O-].[K+].[K+]. (4) Given the product [CH3:20][O:1][CH:2]1[C:7]([O:8][CH3:9])([O:10][CH3:11])[CH2:6][CH2:5][N:4]([C:12]([O:14][C:15]([CH3:18])([CH3:17])[CH3:16])=[O:13])[CH2:3]1, predict the reactants needed to synthesize it. The reactants are: [OH:1][CH:2]1[C:7]([O:10][CH3:11])([O:8][CH3:9])[CH2:6][CH2:5][N:4]([C:12]([O:14][C:15]([CH3:18])([CH3:17])[CH3:16])=[O:13])[CH2:3]1.O1CCC[CH2:20]1.CC(C)([O-])C.[K+].S(OC)(OC)(=O)=O. (5) Given the product [C:9]([Si:6]([CH3:8])([CH3:7])[O:13][C:14]1[C:15]([F:21])=[C:16]([CH:27]([NH:28][S:29]([C:31]([CH3:34])([CH3:33])[CH3:32])=[O:30])[CH:24]2[CH2:25][CH2:26][O:22][CH2:23]2)[CH:17]=[CH:18][C:19]=1[F:20])([CH3:12])([CH3:11])[CH3:10], predict the reactants needed to synthesize it. The reactants are: C([Li])(CC)C.[Si:6]([O:13][C:14]1[C:19]([F:20])=[CH:18][CH:17]=[CH:16][C:15]=1[F:21])([C:9]([CH3:12])([CH3:11])[CH3:10])([CH3:8])[CH3:7].[O:22]1[CH2:26][CH2:25][CH:24](/[CH:27]=[N:28]/[S:29]([C:31]([CH3:34])([CH3:33])[CH3:32])=[O:30])[CH2:23]1.